From a dataset of M1 muscarinic receptor antagonist screen with 61,756 compounds. Binary Classification. Given a drug SMILES string, predict its activity (active/inactive) in a high-throughput screening assay against a specified biological target. The compound is S(C1CC(=O)N(C1=O)c1c(cccc1)C(F)(F)F)c1ncccn1. The result is 0 (inactive).